From a dataset of Full USPTO retrosynthesis dataset with 1.9M reactions from patents (1976-2016). Predict the reactants needed to synthesize the given product. Given the product [F:26][C:23]1[CH:24]=[CH:25][C:20]([CH2:19][CH:16]2[CH2:15][CH2:14][N:13]([CH2:12][C:11]([NH2:10])=[O:27])[CH2:18][CH2:17]2)=[CH:21][CH:22]=1.[ClH:32].[CH3:28][S:29]([NH:3][C:4]1[CH:5]=[C:6]([NH:10][C:11](=[O:27])[CH3:12])[CH:7]=[CH:8][CH:9]=1)(=[O:31])=[O:30], predict the reactants needed to synthesize it. The reactants are: Cl.Cl.[NH2:3][C:4]1[CH:5]=[C:6]([NH:10][C:11](=[O:27])[CH2:12][N:13]2[CH2:18][CH2:17][CH:16]([CH2:19][C:20]3[CH:25]=[CH:24][C:23]([F:26])=[CH:22][CH:21]=3)[CH2:15][CH2:14]2)[CH:7]=[CH:8][CH:9]=1.[CH3:28][S:29]([Cl:32])(=[O:31])=[O:30].